This data is from Reaction yield outcomes from USPTO patents with 853,638 reactions. The task is: Predict the reaction yield, written as a fraction of the theoretical maximum amount of product (1.0 means a 100% yield; for example, 0.34 means a 34% yield). (1) The reactants are [NH2:1][C:2]1[CH:7]=[CH:6][C:5]([Br:8])=[CH:4][C:3]=1[C:9]([C:11]1[CH:16]=[CH:15][C:14]([S:17]([CH3:20])(=[O:19])=[O:18])=[CH:13][CH:12]=1)=O.[CH:21]1([C:24](=[O:29])[CH2:25][C:26](=O)[CH3:27])[CH2:23][CH2:22]1.C(O)(C)C. The catalyst is CCCCCCC.C(OCC)(=O)C. The product is [Br:8][C:5]1[CH:4]=[C:3]2[C:2](=[CH:7][CH:6]=1)[N:1]=[C:26]([CH3:27])[C:25]([C:24]([CH:21]1[CH2:23][CH2:22]1)=[O:29])=[C:9]2[C:11]1[CH:16]=[CH:15][C:14]([S:17]([CH3:20])(=[O:19])=[O:18])=[CH:13][CH:12]=1. The yield is 0.470. (2) The reactants are [Cl:1][C:2]1[CH:7]=[CH:6][C:5]([C:8]2[C:14]3[CH:15]=[C:16]([O:19][CH3:20])[CH:17]=[CH:18][C:13]=3[N:12]3[C:21]([CH3:24])=[N:22][N:23]=[C:11]3[C@H:10]([CH2:25][C:26](O)=[O:27])[N:9]=2)=[CH:4][CH:3]=1.CN(C(ON1N=NC2C=CC=NC1=2)=[N+](C)C)C.F[P-](F)(F)(F)(F)F.CCN(C(C)C)C(C)C.[NH2:62][CH2:63][CH2:64][C:65]1[CH:66]=[C:67]([Si:71]([CH3:74])([CH3:73])[OH:72])[CH:68]=[CH:69][CH:70]=1. The catalyst is C(Cl)Cl. The product is [Cl:1][C:2]1[CH:3]=[CH:4][C:5]([C:8]2[C:14]3[CH:15]=[C:16]([O:19][CH3:20])[CH:17]=[CH:18][C:13]=3[N:12]3[C:21]([CH3:24])=[N:22][N:23]=[C:11]3[C@H:10]([CH2:25][C:26]([NH:62][CH2:63][CH2:64][C:65]3[CH:70]=[CH:69][CH:68]=[C:67]([Si:71]([OH:72])([CH3:74])[CH3:73])[CH:66]=3)=[O:27])[N:9]=2)=[CH:6][CH:7]=1. The yield is 0.130. (3) The reactants are [O:1]1[C:5]2[CH:6]=[CH:7][CH:8]=[CH:9][C:4]=2[C:3]([NH:10][C:11]([N:13]2[CH2:18][CH2:17][N:16]([C:19]3[S:23][N:22]=[C:21]([N:24]4[CH2:29][CH2:28][NH:27][CH2:26][CH2:25]4)[N:20]=3)[CH2:15][CH2:14]2)=[O:12])=[N:2]1.ON1C2C=CC=CC=2N=N1.Cl.CN(C)CCCN=C=NCC.[C:52]([O:56][C:57]([NH:59][CH2:60][C:61](O)=[O:62])=[O:58])([CH3:55])([CH3:54])[CH3:53]. The catalyst is CN(C)C=O.O. The product is [O:1]1[C:5]2[CH:6]=[CH:7][CH:8]=[CH:9][C:4]=2[C:3]([NH:10][C:11]([N:13]2[CH2:14][CH2:15][N:16]([C:19]3[S:23][N:22]=[C:21]([N:24]4[CH2:25][CH2:26][N:27]([C:61](=[O:62])[CH2:60][NH:59][C:57](=[O:58])[O:56][C:52]([CH3:53])([CH3:54])[CH3:55])[CH2:28][CH2:29]4)[N:20]=3)[CH2:17][CH2:18]2)=[O:12])=[N:2]1. The yield is 0.739.